The task is: Predict the reactants needed to synthesize the given product.. This data is from Full USPTO retrosynthesis dataset with 1.9M reactions from patents (1976-2016). The reactants are: CN(C(ON1N=NC2C=CC=NC1=2)=[N+](C)C)C.F[P-](F)(F)(F)(F)F.[CH3:25][O:26][C@:27]1([C:36]2[CH:45]=[CH:44][C:43]3[C:38](=[CH:39][C:40]([CH:48]=[CH2:49])=[C:41]([O:46][CH3:47])[CH:42]=3)[CH:37]=2)[CH2:31][NH:30][C@H:29]([C:32]([O:34][CH3:35])=[O:33])[CH2:28]1.[CH2:50]([O:56][C:57]([NH:59][C@@H:60]([C:64]([CH3:67])([CH3:66])[CH3:65])[C:61](O)=[O:62])=[O:58])[CH2:51][CH2:52][CH2:53][CH:54]=[CH2:55].CCN(C(C)C)C(C)C. Given the product [CH2:50]([O:56][C:57]([NH:59][C@@H:60]([C:64]([CH3:67])([CH3:66])[CH3:65])[C:61]([N:30]1[CH2:31][C@:27]([O:26][CH3:25])([C:36]2[CH:45]=[CH:44][C:43]3[C:38](=[CH:39][C:40]([CH:48]=[CH2:49])=[C:41]([O:46][CH3:47])[CH:42]=3)[CH:37]=2)[CH2:28][C@H:29]1[C:32]([O:34][CH3:35])=[O:33])=[O:62])=[O:58])[CH2:51][CH2:52][CH2:53][CH:54]=[CH2:55], predict the reactants needed to synthesize it.